This data is from Forward reaction prediction with 1.9M reactions from USPTO patents (1976-2016). The task is: Predict the product of the given reaction. (1) The product is: [Cl:25][C:26]1[CH:31]=[CH:30][C:29]([N:32]2[C:5]([C:7]3[C:12](=[O:13])[CH:11]=[CH:10][N:9]([C:14]4[CH:19]=[CH:18][C:17]([S:20]([CH3:23])(=[O:22])=[O:21])=[CH:16][CH:15]=4)[N:8]=3)=[CH:4][CH:3]=[N:2]2)=[CH:28][CH:27]=1. Given the reactants C[N:2](C)/[CH:3]=[CH:4]/[C:5]([C:7]1[C:12](=[O:13])[CH:11]=[CH:10][N:9]([C:14]2[CH:19]=[CH:18][C:17]([S:20]([CH3:23])(=[O:22])=[O:21])=[CH:16][CH:15]=2)[N:8]=1)=O.[Cl:25][C:26]1[CH:31]=[CH:30][C:29]([NH:32]N)=[CH:28][CH:27]=1, predict the reaction product. (2) Given the reactants [C:1]1([C:7]([C:50]2[CH:55]=[CH:54][CH:53]=[CH:52][CH:51]=2)([C:44]2[CH:49]=[CH:48][CH:47]=[CH:46][CH:45]=2)[N:8]2[N:12]=[C:11]([C:13]3[CH:18]=[CH:17][CH:16]=[CH:15][C:14]=3[C:19]3[CH:24]=[CH:23][C:22]([CH2:25][N:26]([C:33]4[CH:34]=[C:35]([CH:41]=[CH:42][CH:43]=4)[C:36]([O:38]CC)=[O:37])[C:27](=[O:32])[CH2:28][CH2:29][CH2:30][CH3:31])=[CH:21][CH:20]=3)[N:10]=[N:9]2)[CH:6]=[CH:5][CH:4]=[CH:3][CH:2]=1.[OH-].[Na+], predict the reaction product. The product is: [C:44]1([C:7]([C:50]2[CH:51]=[CH:52][CH:53]=[CH:54][CH:55]=2)([C:1]2[CH:2]=[CH:3][CH:4]=[CH:5][CH:6]=2)[N:8]2[N:12]=[C:11]([C:13]3[CH:18]=[CH:17][CH:16]=[CH:15][C:14]=3[C:19]3[CH:24]=[CH:23][C:22]([CH2:25][N:26]([C:33]4[CH:34]=[C:35]([CH:41]=[CH:42][CH:43]=4)[C:36]([OH:38])=[O:37])[C:27](=[O:32])[CH2:28][CH2:29][CH2:30][CH3:31])=[CH:21][CH:20]=3)[N:10]=[N:9]2)[CH:45]=[CH:46][CH:47]=[CH:48][CH:49]=1. (3) Given the reactants Br[C:2]1[CH:15]=[CH:14][C:5]([NH:6][CH2:7][CH:8]2[CH2:13][CH2:12][O:11][CH2:10][CH2:9]2)=[C:4]([S:16]([F:21])([F:20])([F:19])([F:18])[F:17])[CH:3]=1.[C:22](=[S:25])([O-:24])[CH3:23].[K+].CC1(C)C2C(=C(P(C3C=CC=CC=3)C3C=CC=CC=3)C=CC=2)OC2C(P(C3C=CC=CC=3)C3C=CC=CC=3)=CC=CC1=2.C(N(CC)C(C)C)(C)C, predict the reaction product. The product is: [C:22]([O:24][C:2]1[CH:15]=[CH:14][C:5]([NH:6][CH2:7][CH:8]2[CH2:13][CH2:12][O:11][CH2:10][CH2:9]2)=[C:4]([S:16]([F:21])([F:20])([F:19])([F:18])[F:17])[CH:3]=1)(=[S:25])[CH3:23]. (4) Given the reactants C[O:2][C:3]([C:5]([NH:8][C:9](=[O:18])[C:10]1[CH:15]=[CH:14][C:13]([F:16])=[CH:12][C:11]=1[F:17])([CH3:7])[CH3:6])=[O:4].[OH-].[Na+], predict the reaction product. The product is: [C:3]([C:5]([NH:8][C:9](=[O:18])[C:10]1[CH:15]=[CH:14][C:13]([F:16])=[CH:12][C:11]=1[F:17])([CH3:7])[CH3:6])([OH:4])=[O:2]. (5) Given the reactants [C:1]([O:5][C:6]([NH:8][CH2:9][C@H:10]1[CH2:15][CH2:14][C@H:13]([C:16]([NH:18][C@H:19]([C:37](=[O:50])[NH:38][C:39]2[CH:44]=[CH:43][C:42]([C:45]3[N:46]=[N:47][NH:48][N:49]=3)=[CH:41][CH:40]=2)[CH2:20][C:21]2[CH:26]=[CH:25][C:24]([C:27]3[C:32]([CH3:33])=[CH:31][CH:30]=[C:29]([C:34]([OH:36])=O)[CH:28]=3)=[CH:23][CH:22]=2)=[O:17])[CH2:12][CH2:11]1)=[O:7])([CH3:4])([CH3:3])[CH3:2].[NH:51]1[CH2:56][CH2:55][O:54][CH2:53][CH2:52]1.C(N(CC)C(C)C)(C)C.F[P-](F)(F)(F)(F)F.CN(C(N(C)C)=[N+]1C2C(=NC=CC=2)[N+]([O-])=N1)C, predict the reaction product. The product is: [CH3:31][C:30]1[CH:33]=[CH:32][C:27]([C:24]2[CH:25]=[CH:26][C:21]([CH2:20][C@H:19]([NH:18][C:16]([C@H:13]3[CH2:12][CH2:11][C@H:10]([CH2:9][NH:8][C:6](=[O:7])[O:5][C:1]([CH3:3])([CH3:2])[CH3:4])[CH2:15][CH2:14]3)=[O:17])[C:37](=[O:50])[NH:38][C:39]3[CH:44]=[CH:43][C:42]([C:45]4[N:46]=[N:47][NH:48][N:49]=4)=[CH:41][CH:40]=3)=[CH:22][CH:23]=2)=[CH:28][C:29]=1[C:34]([N:51]1[CH2:56][CH2:55][O:54][CH2:53][CH2:52]1)=[O:36]. (6) Given the reactants C([O:8][C:9]1[CH:14]=[CH:13][C:12]([N:15]2[CH2:34][CH2:33][C:18]3([O:23][CH2:22][C:21](=[O:24])[N:20]([C:25]4[CH:30]=[CH:29][C:28]([O:31][CH3:32])=[CH:27][CH:26]=4)[CH2:19]3)[CH2:17][CH2:16]2)=[CH:11][CH:10]=1)C1C=CC=CC=1.[H][H], predict the reaction product. The product is: [OH:8][C:9]1[CH:10]=[CH:11][C:12]([N:15]2[CH2:34][CH2:33][C:18]3([O:23][CH2:22][C:21](=[O:24])[N:20]([C:25]4[CH:30]=[CH:29][C:28]([O:31][CH3:32])=[CH:27][CH:26]=4)[CH2:19]3)[CH2:17][CH2:16]2)=[CH:13][CH:14]=1.